From a dataset of Full USPTO retrosynthesis dataset with 1.9M reactions from patents (1976-2016). Predict the reactants needed to synthesize the given product. Given the product [CH2:17]([C:4]1[CH:3]=[CH:2][N+:1]([O-:25])=[CH:6][CH:5]=1)[C:18]1[CH:19]=[CH:20][CH:21]=[CH:14][CH:13]=1, predict the reactants needed to synthesize it. The reactants are: [N:1]1[CH:6]=[CH:5][CH:4]=[C:3]2C(=O)NC(=O)[C:2]=12.N1[CH:21]=[CH:20][CH:19]=[C:18]2[C:13]=1[C:14](O[C:17]2=O)=O.C(N)(=[O:25])C.